Predict the reaction yield, written as a fraction of the theoretical maximum amount of product (1.0 means a 100% yield; for example, 0.34 means a 34% yield). From a dataset of Reaction yield outcomes from USPTO patents with 853,638 reactions. (1) The reactants are [CH3:1][C:2]12[CH2:11][C:9]3([NH2:12])[CH2:10][CH:4]([CH2:5][C:6]([CH3:13])([CH2:8]3)[CH2:7]1)[CH2:3]2.CO.C[Si](C)(C)[Cl:18].Cl[SiH3]. The catalyst is C(OC(=O)C)C. The product is [CH3:13][C:6]12[CH2:8][C:9]3([NH2:12])[CH2:10][CH:4]([CH2:3][C:2]([CH3:1])([CH2:11]3)[CH2:7]1)[CH2:5]2.[ClH:18]. The yield is 0.980. (2) The reactants are Cl.Cl.[CH2:3]([N:10]1[CH2:15][CH:14]2[CH2:16][CH:11]1[CH2:12][NH:13]2)[C:4]1[CH:9]=[CH:8][CH:7]=[CH:6][CH:5]=1.F[C:18]1[CH:28]=[CH:27][C:21]([C:22]([O:24][CH2:25][CH3:26])=[O:23])=[CH:20][CH:19]=1.C(=O)(O)[O-]. The catalyst is CS(C)=O. The product is [CH2:3]([N:10]1[CH2:15][C@H:14]2[CH2:16][C@@H:11]1[CH2:12][N:13]2[C:18]1[CH:28]=[CH:27][C:21]([C:22]([O:24][CH2:25][CH3:26])=[O:23])=[CH:20][CH:19]=1)[C:4]1[CH:5]=[CH:6][CH:7]=[CH:8][CH:9]=1. The yield is 0.510. (3) The reactants are [CH2:1]([O:8][C:9]1[CH:10]=[CH:11][C:12]([C@@H:20]([OH:23])[CH2:21][Br:22])=[C:13]2[C:18]=1[NH:17][C:16](=[O:19])[CH:15]=[CH:14]2)[C:2]1[CH:7]=[CH:6][CH:5]=[CH:4][CH:3]=1.CN(C)C=O.N1C(C)=CC=CC=1C.FC(F)(F)S(O[Si:43]([C:46]([CH3:49])([CH3:48])[CH3:47])([CH3:45])[CH3:44])(=O)=O. The catalyst is C1CCCCC1.CO. The product is [CH2:1]([O:8][C:9]1[CH:10]=[CH:11][C:12]([C@@H:20]([O:23][Si:43]([C:46]([CH3:49])([CH3:48])[CH3:47])([CH3:45])[CH3:44])[CH2:21][Br:22])=[C:13]2[C:18]=1[NH:17][C:16](=[O:19])[CH:15]=[CH:14]2)[C:2]1[CH:3]=[CH:4][CH:5]=[CH:6][CH:7]=1. The yield is 0.800. (4) The reactants are [NH2:1][C:2]1[N:3]=[CH:4][C:5]([C:8]#[N:9])=[N:6][CH:7]=1.N1C=CC=CC=1.Cl[C:17]([O:19][C:20]1[CH:25]=[CH:24][CH:23]=[CH:22][CH:21]=1)=[O:18].C(OCC)(=O)C. The catalyst is ClCCl.C1COCC1. The product is [C:8]([C:5]1[N:6]=[CH:7][C:2]([NH:1][C:17](=[O:18])[O:19][C:20]2[CH:25]=[CH:24][CH:23]=[CH:22][CH:21]=2)=[N:3][CH:4]=1)#[N:9]. The yield is 0.708. (5) The reactants are [F:1][C:2]1[CH:3]=[C:4]([C:9](=[O:14])[C:10]([F:13])([F:12])[F:11])[CH:5]=[CH:6][C:7]=1[F:8].[BH4-].[Na+].Cl. The catalyst is CO. The product is [F:1][C:2]1[CH:3]=[C:4]([CH:9]([OH:14])[C:10]([F:11])([F:12])[F:13])[CH:5]=[CH:6][C:7]=1[F:8]. The yield is 0.990. (6) The reactants are C([O:3][C:4]([C:6]1[C:15](=[O:16])[C:14]2[C:9](=[CH:10][C:11]([O:26][CH3:27])=[C:12]([CH2:17][C:18]3[CH:23]=[CH:22][CH:21]=[C:20]([Cl:24])[C:19]=3[F:25])[CH:13]=2)[N:8]([C@H:28]([C:32](C)(C)[O:33][SiH2]C(C)(C)C)[CH:29]([CH3:31])[CH3:30])[CH:7]=1)=[O:5])C.C(O)(C)C.[OH-].[Na+]. The catalyst is CCCCCCC. The product is [Cl:24][C:20]1[C:19]([F:25])=[C:18]([CH:23]=[CH:22][CH:21]=1)[CH2:17][C:12]1[CH:13]=[C:14]2[C:9](=[CH:10][C:11]=1[O:26][CH3:27])[N:8]([C@H:28]([CH2:32][OH:33])[CH:29]([CH3:31])[CH3:30])[CH:7]=[C:6]([C:4]([OH:5])=[O:3])[C:15]2=[O:16]. The yield is 0.993. (7) The reactants are [NH2:1][C:2]1[N:7]=[CH:6][C:5]([C:8]2[CH:23]=[CH:22][C:11]([O:12][CH:13]([CH3:21])[C:14]([O:16][C:17]([CH3:20])([CH3:19])[CH3:18])=[O:15])=[C:10]([F:24])[CH:9]=2)=[CH:4][N:3]=1.Cl[CH:26]([C:29]1([C:32]2[CH:33]=[C:34]3[C:39](=[CH:40][CH:41]=2)[N:38]=[CH:37][CH:36]=[CH:35]3)[CH2:31][CH2:30]1)[CH:27]=O. The catalyst is C(O)(C)C. The product is [F:24][C:10]1[CH:9]=[C:8]([C:5]2[CH:6]=[N:7][C:2]3[N:3]([C:26]([C:29]4([C:32]5[CH:33]=[C:34]6[C:39](=[CH:40][CH:41]=5)[N:38]=[CH:37][CH:36]=[CH:35]6)[CH2:31][CH2:30]4)=[CH:27][N:1]=3)[CH:4]=2)[CH:23]=[CH:22][C:11]=1[O:12][CH:13]([CH3:21])[C:14]([O:16][C:17]([CH3:19])([CH3:20])[CH3:18])=[O:15]. The yield is 0.420.